This data is from Catalyst prediction with 721,799 reactions and 888 catalyst types from USPTO. The task is: Predict which catalyst facilitates the given reaction. (1) Reactant: C(O[C:4]([C:6]1[C:7]2[S:15][CH:14]=[C:13]([CH2:16][O:17][C:18]3[CH:23]=[C:22]([C:24](=[O:33])[NH:25][C:26]4[CH:31]=[CH:30][C:29]([Cl:32])=[CH:28][CH:27]=4)[CH:21]=[CH:20][C:19]=3[CH3:34])[C:8]=2[C:9]([NH2:12])=[N:10][CH:11]=1)=[O:5])C.[CH2:35]([CH2:37][NH2:38])[OH:36]. Product: [OH:36][CH2:35][CH2:37][NH:38][C:4]([C:6]1[C:7]2[S:15][CH:14]=[C:13]([CH2:16][O:17][C:18]3[CH:23]=[C:22]([C:24](=[O:33])[NH:25][C:26]4[CH:27]=[CH:28][C:29]([Cl:32])=[CH:30][CH:31]=4)[CH:21]=[CH:20][C:19]=3[CH3:34])[C:8]=2[C:9]([NH2:12])=[N:10][CH:11]=1)=[O:5]. The catalyst class is: 16. (2) Reactant: O.ClS(N=[C:7]=[O:8])(=O)=O.C[Si]([CH:13]([OH:15])[CH3:14])(C)C.[I:16][C:17]1[CH:18]=[C:19]([CH:21]=[CH:22][CH:23]=1)[NH2:20]. Product: [CH3:7][O:8][C:13](=[O:15])[CH2:14][NH:20][C:19]1[CH:21]=[CH:22][CH:23]=[C:17]([I:16])[CH:18]=1. The catalyst class is: 2. (3) Reactant: [CH3:1][N:2]([CH3:30])[CH2:3][CH2:4][CH2:5][NH:6][C:7]1[CH:12]=[C:11]([CH:13](O)[C:14]2[CH:19]=[CH:18][C:17]([NH:20]C(=O)OC(C)(C)C)=[CH:16][C:15]=2[F:28])[CH:10]=[CH:9][N:8]=1.Cl. Product: [NH2:20][C:17]1[CH:18]=[CH:19][C:14]([CH2:13][C:11]2[CH:10]=[CH:9][N:8]=[C:7]([NH:6][CH2:5][CH2:4][CH2:3][N:2]([CH3:1])[CH3:30])[CH:12]=2)=[C:15]([F:28])[CH:16]=1. The catalyst class is: 19. (4) Reactant: [C:1]([O:5][C:6](=[O:33])[C:7]([S:10][C:11]1[S:12][CH:13]=[C:14]([C:16](=[O:32])[CH2:17][O:18][C:19]2[CH:24]=[CH:23][C:22]([C:25]3[CH:30]=[CH:29][C:28]([F:31])=[CH:27][CH:26]=3)=[CH:21][CH:20]=2)[N:15]=1)([CH3:9])[CH3:8])([CH3:4])([CH3:3])[CH3:2].[BH4-].[Na+].O.Cl. Product: [C:1]([O:5][C:6](=[O:33])[C:7]([S:10][C:11]1[S:12][CH:13]=[C:14]([CH:16]([OH:32])[CH2:17][O:18][C:19]2[CH:20]=[CH:21][C:22]([C:25]3[CH:30]=[CH:29][C:28]([F:31])=[CH:27][CH:26]=3)=[CH:23][CH:24]=2)[N:15]=1)([CH3:9])[CH3:8])([CH3:2])([CH3:3])[CH3:4]. The catalyst class is: 8. (5) Reactant: B(Br)(Br)[Br:2].COC1C=CC=CC=1C1C=CC=CC=1C(O)=O.[F:22][C:23]1[CH:24]=[C:25]([NH:30][C:31]([NH:33][C@H:34]2[CH2:42][C@H:41]3[C@:37]([C:44]4[CH:49]=[CH:48][C:47]([O:50]C)=[C:46]([O:52]C)[CH:45]=4)([CH2:38][CH2:39][N:40]3[CH3:43])[CH2:36][CH2:35]2)=[O:32])[CH:26]=[CH:27][C:28]=1[F:29].CO. Product: [BrH:2].[F:22][C:23]1[CH:24]=[C:25]([NH:30][C:31]([NH:33][C@H:34]2[CH2:42][C@H:41]3[C@:37]([C:44]4[CH:49]=[CH:48][C:47]([OH:50])=[C:46]([OH:52])[CH:45]=4)([CH2:38][CH2:39][N:40]3[CH3:43])[CH2:36][CH2:35]2)=[O:32])[CH:26]=[CH:27][C:28]=1[F:29]. The catalyst class is: 2. (6) Product: [Br:8][C:9]1[CH:15]=[C:14]([N+:16]([O-:18])=[O:17])[CH:13]=[C:12]([Cl:19])[CH:10]=1. The catalyst class is: 35. Reactant: FC(F)(F)C(O)=O.[Br:8][C:9]1[CH:15]=[C:14]([N+:16]([O-:18])=[O:17])[CH:13]=[C:12]([Cl:19])[C:10]=1N.N([O-])=O.[Na+].C(N(CC)CC)C. (7) Reactant: [CH3:1][C:2]1[N:7]=[C:6]([SH:8])[N:5]=[C:4]([OH:9])[CH:3]=1.C(N(CC)CC)C.Br[CH2:18][C:19]1[S:20][C:21]2[CH:28]=[CH:27][CH:26]=[CH:25][C:22]=2[C:23]=1[Cl:24]. Product: [Cl:24][C:23]1[C:22]2[CH:25]=[CH:26][CH:27]=[CH:28][C:21]=2[S:20][C:19]=1[CH2:18][S:8][C:6]1[N:5]=[C:4]([OH:9])[CH:3]=[C:2]([CH3:1])[N:7]=1. The catalyst class is: 8. (8) Reactant: [C:1]1([CH2:7][C:8]#N)[CH:6]=[CH:5][CH:4]=[CH:3][CH:2]=1.C[Si]([N-][Si](C)(C)C)(C)C.[Na+].[CH2:20]1[O:22][C@H:21]1[CH2:23]Cl.Cl.C1C[O:29]CC1. Product: [C:1]1([C@:7]23[CH2:8][C@H:23]2[CH2:21][O:22][C:20]3=[O:29])[CH:6]=[CH:5][CH:4]=[CH:3][CH:2]=1. The catalyst class is: 6. (9) Reactant: [F:1][C:2]1[CH:16]=[C:15]([C:17]2[N:21]=[C:20]([C:22]3[CH:27]=[CH:26][C:25]([C:28]4[CH:33]=[CH:32][CH:31]=[CH:30][C:29]=4[CH3:34])=[C:24]([CH2:35][O:36][CH3:37])[CH:23]=3)[O:19][N:18]=2)[CH:14]=[CH:13][C:3]=1[C:4]([NH:6][CH2:7][CH2:8][C:9]([O:11]C)=[O:10])=[O:5].[OH-].[Na+].CCOC(C)=O. Product: [F:1][C:2]1[CH:16]=[C:15]([C:17]2[N:21]=[C:20]([C:22]3[CH:27]=[CH:26][C:25]([C:28]4[CH:33]=[CH:32][CH:31]=[CH:30][C:29]=4[CH3:34])=[C:24]([CH2:35][O:36][CH3:37])[CH:23]=3)[O:19][N:18]=2)[CH:14]=[CH:13][C:3]=1[C:4]([NH:6][CH2:7][CH2:8][C:9]([OH:11])=[O:10])=[O:5]. The catalyst class is: 24.